Dataset: Catalyst prediction with 721,799 reactions and 888 catalyst types from USPTO. Task: Predict which catalyst facilitates the given reaction. (1) Reactant: [C:1]([C:5]1[CH:10]=[CH:9][C:8]([NH:11][C:12](=[O:22])[NH:13][C@@H:14]([CH2:20][CH3:21])[CH2:15][C:16](OC)=[O:17])=[CH:7][CH:6]=1)([CH3:4])([CH3:3])[CH3:2].[Li+].[BH4-].O. Product: [C:1]([C:5]1[CH:10]=[CH:9][C:8]([NH:11][C:12]([NH:13][C@@H:14]([CH2:20][CH3:21])[CH2:15][CH2:16][OH:17])=[O:22])=[CH:7][CH:6]=1)([CH3:4])([CH3:3])[CH3:2]. The catalyst class is: 1. (2) Reactant: [Cl:1][C:2]1[CH:3]=[C:4]2[C:9](=[CH:10][C:11]=1[C:12]([OH:14])=O)[N:8]=[CH:7][N:6]=[C:5]2[NH:15][CH:16]([C:18]1[NH:22][C:21]2[CH:23]=[CH:24][C:25]([Cl:27])=[CH:26][C:20]=2[N:19]=1)[CH3:17].FC1C(OC(N(C)C)=[N+](C)C)=C(F)C(F)=C(F)C=1F.F[P-](F)(F)(F)(F)F.C(N(C(C)C)CC)(C)C.[N:63]1([CH2:69][CH:70]2[CH2:75][CH2:74][CH2:73][CH2:72][NH:71]2)[CH2:68][CH2:67][CH2:66][CH2:65][CH2:64]1. Product: [Cl:1][C:2]1[CH:3]=[C:4]2[C:9](=[CH:10][C:11]=1[C:12]([N:71]1[CH2:72][CH2:73][CH2:74][CH2:75][CH:70]1[CH2:69][N:63]1[CH2:68][CH2:67][CH2:66][CH2:65][CH2:64]1)=[O:14])[N:8]=[CH:7][N:6]=[C:5]2[NH:15][CH:16]([C:18]1[NH:22][C:21]2[CH:23]=[CH:24][C:25]([Cl:27])=[CH:26][C:20]=2[N:19]=1)[CH3:17]. The catalyst class is: 16. (3) Reactant: [Cl:1][C:2]1[CH:7]=[CH:6][C:5]([S:8][C:9]2[N:13]([CH3:14])[C:12](C3CCCCC3)=[N:11][C:10]=2[C:21]2[CH:26]=[CH:25][C:24](S(C)(=O)=O)=[CH:23][CH:22]=2)=[CH:4][CH:3]=1.[Li+].CC([N-:35][CH:36](C)C)C.[I:39]I. Product: [Cl:1][C:2]1[CH:7]=[CH:6][C:5]([S:8][C:9]2[N:13]([CH3:14])[C:12]([I:39])=[N:11][C:10]=2[C:21]2[CH:26]=[CH:25][C:24]([C:36]#[N:35])=[CH:23][CH:22]=2)=[CH:4][CH:3]=1. The catalyst class is: 1. (4) Reactant: [Cl:1][C:2]1[CH:3]=[C:4]2[C:8](=[CH:9][CH:10]=1)[NH:7][CH:6]=[C:5]2[CH2:11][CH2:12][NH:13][C:14](=[O:23])[C:15]1[CH:20]=[CH:19][CH:18]=[C:17]([CH2:21]Cl)[CH:16]=1.[F:24][C:25]([F:36])([F:35])[C:26]1[CH:31]=[CH:30][C:29](B(O)O)=[CH:28][CH:27]=1.C(=O)([O-])[O-].[Na+].[Na+].[I-].[Na+]. Product: [Cl:1][C:2]1[CH:3]=[C:4]2[C:8](=[CH:9][CH:10]=1)[NH:7][CH:6]=[C:5]2[CH2:11][CH2:12][NH:13][C:14](=[O:23])[C:15]1[CH:20]=[CH:19][CH:18]=[C:17]([CH2:21][C:29]2[CH:30]=[CH:31][C:26]([C:25]([F:36])([F:35])[F:24])=[CH:27][CH:28]=2)[CH:16]=1. The catalyst class is: 437. (5) Reactant: [CH2:1]([O:8][C:9]1[C:14]([C:15]([NH2:17])=[O:16])=[C:13]([OH:18])[C:12]([N+:19]([O-])=O)=[CH:11][CH:10]=1)[C:2]1[CH:7]=[CH:6][CH:5]=[CH:4][CH:3]=1.C. Product: [NH2:19][C:12]1[C:13]([OH:18])=[C:14]([C:9]([O:8][CH2:1][C:2]2[CH:3]=[CH:4][CH:5]=[CH:6][CH:7]=2)=[CH:10][CH:11]=1)[C:15]([NH2:17])=[O:16]. The catalyst class is: 5.